From a dataset of Forward reaction prediction with 1.9M reactions from USPTO patents (1976-2016). Predict the product of the given reaction. (1) Given the reactants [C:1]([O:5][C:6]([N:8]1[CH2:13][CH2:12][N:11]([C:14]2[CH:15]=[C:16]3[C:20](=[CH:21][CH:22]=2)[N:19]([S:23]([C:26]2[CH:31]=[CH:30][CH:29]=[CH:28][CH:27]=2)(=[O:25])=[O:24])[CH:18]=[C:17]3I)[CH:10]([CH2:33][C:34]2[CH:39]=[CH:38][CH:37]=[CH:36][CH:35]=2)[CH2:9]1)=[O:7])([CH3:4])([CH3:3])[CH3:2].[C:40]([Cu])#[N:41], predict the reaction product. The product is: [C:1]([O:5][C:6]([N:8]1[CH2:13][CH2:12][N:11]([C:14]2[CH:15]=[C:16]3[C:20](=[CH:21][CH:22]=2)[N:19]([S:23]([C:26]2[CH:31]=[CH:30][CH:29]=[CH:28][CH:27]=2)(=[O:25])=[O:24])[CH:18]=[C:17]3[C:40]#[N:41])[CH:10]([CH2:33][C:34]2[CH:39]=[CH:38][CH:37]=[CH:36][CH:35]=2)[CH2:9]1)=[O:7])([CH3:4])([CH3:3])[CH3:2]. (2) Given the reactants [C:1]1(B(O)O)[CH:6]=[CH:5][CH:4]=[CH:3][CH:2]=1.Br[C:11]1[CH:16]=[CH:15][C:14](Br)=[C:13]([CH3:18])[N:12]=1.[O-]P([O-])([O-])=O.[K+].[K+].[K+].[C:27]1(C)[CH:32]=[CH:31][CH:30]=[CH:29][CH:28]=1, predict the reaction product. The product is: [C:1]1([C:11]2[CH:16]=[CH:15][C:14]([C:27]3[CH:32]=[CH:31][CH:30]=[CH:29][CH:28]=3)=[C:13]([CH3:18])[N:12]=2)[CH:6]=[CH:5][CH:4]=[CH:3][CH:2]=1. (3) Given the reactants CC(C)([O-])C.[K+].[CH2:7]([O:10][C:11]([N:13]([CH2:28][C:29]([O:31]C)=O)[C@H:14]([CH2:23][O:24][CH2:25][O:26][CH3:27])[CH2:15][C:16]([O:18][C:19]([CH3:22])([CH3:21])[CH3:20])=[O:17])=[O:12])[CH:8]=[CH2:9].Cl.[Cl-].[Na+].C(O)(=O)C.C([BH3-])#N.[Na+], predict the reaction product. The product is: [OH:31][CH:29]1[CH2:28][N:13]([C:11]([O:10][CH2:7][CH:8]=[CH2:9])=[O:12])[C@H:14]([CH2:23][O:24][CH2:25][O:26][CH3:27])[CH:15]1[C:16]([O:18][C:19]([CH3:22])([CH3:21])[CH3:20])=[O:17]. (4) Given the reactants [Cl:1][C:2]1[C:3]2[C:10]([CH2:11][CH2:12][CH3:13])=[CH:9][NH:8][C:4]=2[N:5]=[CH:6][N:7]=1.[CH3:14][C:15]1[CH:16]=[C:17](B(O)O)[CH:18]=[CH:19][CH:20]=1.C(N(CC)CC)C, predict the reaction product. The product is: [Cl:1][C:2]1[C:3]2[C:10]([CH2:11][CH2:12][CH3:13])=[CH:9][N:8]([C:19]3[CH:20]=[C:15]([CH3:14])[CH:16]=[CH:17][CH:18]=3)[C:4]=2[N:5]=[CH:6][N:7]=1.